This data is from Reaction yield outcomes from USPTO patents with 853,638 reactions. The task is: Predict the reaction yield, written as a fraction of the theoretical maximum amount of product (1.0 means a 100% yield; for example, 0.34 means a 34% yield). The reactants are [N:1]1([C:7]2[CH:12]=[CH:11][C:10]([NH:13][C:14](=[S:34])[NH:15][NH:16][C:17](=O)[C:18]3[CH:23]=[C:22]([Br:24])[C:21]([O:25][CH2:26][O:27][CH3:28])=[CH:20][C:19]=3[O:29][CH2:30][O:31][CH3:32])=[CH:9][CH:8]=2)[CH2:6][CH2:5][O:4][CH2:3][CH2:2]1.[OH-].[Na+]. No catalyst specified. The product is [Br:24][C:22]1[C:21]([O:25][CH2:26][O:27][CH3:28])=[CH:20][C:19]([O:29][CH2:30][O:31][CH3:32])=[C:18]([C:17]2[N:13]([C:10]3[CH:11]=[CH:12][C:7]([N:1]4[CH2:6][CH2:5][O:4][CH2:3][CH2:2]4)=[CH:8][CH:9]=3)[C:14](=[S:34])[NH:15][N:16]=2)[CH:23]=1. The yield is 0.356.